From a dataset of Catalyst prediction with 721,799 reactions and 888 catalyst types from USPTO. Predict which catalyst facilitates the given reaction. (1) Reactant: [CH:1]1([NH:4][C:5]2[N:10]=[C:9](O)[C:8]([C:12]#[N:13])=[C:7]([C:14]3[CH:19]=[CH:18][CH:17]=[CH:16][C:15]=3[O:20][CH2:21][C:22]3[CH:27]=[CH:26][CH:25]=[CH:24][CH:23]=3)[N:6]=2)[CH2:3][CH2:2]1.O=P(Cl)(Cl)[Cl:30].C([O-])(O)=O.[Na+]. Product: [Cl:30][C:9]1[C:8]([C:12]#[N:13])=[C:7]([C:14]2[CH:19]=[CH:18][CH:17]=[CH:16][C:15]=2[O:20][CH2:21][C:22]2[CH:27]=[CH:26][CH:25]=[CH:24][CH:23]=2)[N:6]=[C:5]([NH:4][CH:1]2[CH2:3][CH2:2]2)[N:10]=1. The catalyst class is: 12. (2) Reactant: [Cl:1][C:2]1[CH:7]=[CH:6][CH:5]=[C:4]([Cl:8])[C:3]=1[C:9]1[NH:13][C:12](=[O:14])[N:11]([C:15]2[CH:24]=[CH:23][C:18]([C:19](OC)=[O:20])=[C:17]([O:25][CH3:26])[CH:16]=2)[N:10]=1.O[N:28]=[C:29]([NH2:33])[CH:30]([CH3:32])[CH3:31].[H-].[Na+]. Product: [Cl:8][C:4]1[CH:5]=[CH:6][CH:7]=[C:2]([Cl:1])[C:3]=1[C:9]1[NH:13][C:12](=[O:14])[N:11]([C:15]2[CH:24]=[CH:23][C:18]([C:19]3[O:20][N:33]=[C:29]([CH:30]([CH3:32])[CH3:31])[N:28]=3)=[C:17]([O:25][CH3:26])[CH:16]=2)[N:10]=1. The catalyst class is: 1. (3) Reactant: [Cl-].O[NH3+:3].[C:4](=[O:7])([O-])[OH:5].[Na+].CS(C)=O.[CH2:13]([C:15]1[N:16]=[C:17]([CH2:48][CH2:49][CH3:50])[N:18]([CH2:33][C:34]2[CH:39]=[CH:38][C:37]([C:40]3[C:41]([C:46]#[N:47])=[CH:42][CH:43]=[CH:44][CH:45]=3)=[CH:36][CH:35]=2)[C:19](=[O:32])[C:20]=1[C:21]1[CH:26]=[CH:25][C:24]([O:27][CH:28]([CH3:30])[CH3:29])=[C:23]([F:31])[CH:22]=1)[CH3:14]. Product: [CH2:13]([C:15]1[N:16]=[C:17]([CH2:48][CH2:49][CH3:50])[N:18]([CH2:33][C:34]2[CH:35]=[CH:36][C:37]([C:40]3[CH:45]=[CH:44][CH:43]=[CH:42][C:41]=3[C:46]3[NH:3][C:4](=[O:7])[O:5][N:47]=3)=[CH:38][CH:39]=2)[C:19](=[O:32])[C:20]=1[C:21]1[CH:26]=[CH:25][C:24]([O:27][CH:28]([CH3:29])[CH3:30])=[C:23]([F:31])[CH:22]=1)[CH3:14]. The catalyst class is: 6. (4) Reactant: [Br:1][C:2]1[CH:10]=[CH:9][C:8]([I:11])=[CH:7][C:3]=1[C:4](Cl)=[O:5].[O:12]1[C:17]2[CH:18]=[CH:19][CH:20]=[CH:21][C:16]=2[O:15][CH2:14][CH2:13]1.[Cl-].[Al+3].[Cl-].[Cl-]. Product: [Br:1][C:2]1[CH:10]=[CH:9][C:8]([I:11])=[CH:7][C:3]=1[C:4]([C:20]1[CH:19]=[CH:18][C:17]2[O:12][CH2:13][CH2:14][O:15][C:16]=2[CH:21]=1)=[O:5]. The catalyst class is: 2. (5) Reactant: [CH:1]1([N:6]2[C:11]3[N:12]=[C:13](S(C)=O)[N:14]=[CH:15][C:10]=3[CH:9]=[C:8]([C:19]3[CH:24]=[C:23]([C:25]4[O:26][C:27]([CH2:30][CH:31]([CH3:33])[CH3:32])=[N:28][N:29]=4)[CH:22]=[CH:21][C:20]=3[CH3:34])[C:7]2=[O:35])[CH2:5][CH2:4][CH2:3][CH2:2]1.[NH2:36][CH:37]1[CH2:42][CH2:41][O:40][CH2:39][CH2:38]1. Product: [CH:1]1([N:6]2[C:11]3[N:12]=[C:13]([NH:36][CH:37]4[CH2:42][CH2:41][O:40][CH2:39][CH2:38]4)[N:14]=[CH:15][C:10]=3[CH:9]=[C:8]([C:19]3[CH:24]=[C:23]([C:25]4[O:26][C:27]([CH2:30][CH:31]([CH3:33])[CH3:32])=[N:28][N:29]=4)[CH:22]=[CH:21][C:20]=3[CH3:34])[C:7]2=[O:35])[CH2:5][CH2:4][CH2:3][CH2:2]1. The catalyst class is: 41. (6) Reactant: [CH3:1][C:2]1[CH:6]=[C:5]([C:7]([OH:9])=O)[NH:4][N:3]=1.[NH2:10][C:11]1[CH:12]=[C:13]([CH:30]=[CH:31][C:32]=1[CH3:33])[O:14][C:15]1[CH:16]=[CH:17][C:18]2[N:19]([CH:21]=[C:22]([NH:24][C:25]([CH:27]3[CH2:29][CH2:28]3)=[O:26])[N:23]=2)[N:20]=1.ON1C2C=CC=CC=2N=N1.Cl.C(N=C=NCCCN(C)C)C.C(N(CC)CC)C. Product: [CH:27]1([C:25]([NH:24][C:22]2[N:23]=[C:18]3[CH:17]=[CH:16][C:15]([O:14][C:13]4[CH:30]=[CH:31][C:32]([CH3:33])=[C:11]([NH:10][C:7]([C:5]5[NH:4][N:3]=[C:2]([CH3:1])[CH:6]=5)=[O:9])[CH:12]=4)=[N:20][N:19]3[CH:21]=2)=[O:26])[CH2:28][CH2:29]1. The catalyst class is: 9. (7) Reactant: [O:1]=[CH:2][C:3]1[CH:11]=[CH:10][C:8]([OH:9])=[C:5]([O:6][CH3:7])[CH:4]=1.[Br:12][CH:13](Br)[CH3:14].C(=O)([O-])[O-].[K+].[K+]. Product: [Br:12][CH2:13][CH2:14][O:9][C:8]1[CH:10]=[CH:11][C:3]([CH:2]=[O:1])=[CH:4][C:5]=1[O:6][CH3:7]. The catalyst class is: 10. (8) Reactant: [C:1]([O:4][C:5]([CH3:8])([CH3:7])[CH3:6])(=[O:3])[CH3:2].Cl[C:10]1[S:11][C:12]2[CH:18]=[CH:17][CH:16]=[C:15]([Cl:19])[C:13]=2[N:14]=1.C[Si]([N-][Si](C)(C)C)(C)C.[Li+]. Product: [Cl:19][C:15]1[C:13]2[N:14]=[C:10]([CH2:2][C:1]([O:4][C:5]([CH3:8])([CH3:7])[CH3:6])=[O:3])[S:11][C:12]=2[CH:18]=[CH:17][CH:16]=1. The catalyst class is: 11.